This data is from Forward reaction prediction with 1.9M reactions from USPTO patents (1976-2016). The task is: Predict the product of the given reaction. (1) Given the reactants [CH2:1]([C@@H:8]1[CH2:12][O:11][C:10](=[O:13])[N:9]1[C:14](=[O:19])[CH2:15][CH:16]([CH3:18])[CH3:17])[C:2]1[CH:7]=[CH:6][CH:5]=[CH:4][CH:3]=1.[Li+].C[Si]([N-][Si](C)(C)C)(C)C.[CH3:30][O:31][C:32]1[CH:39]=[CH:38][C:35]([CH2:36]Br)=[CH:34][C:33]=1[O:40][CH2:41][CH2:42][CH2:43][O:44][CH3:45], predict the reaction product. The product is: [CH3:45][O:44][CH2:43][CH2:42][CH2:41][O:40][C:33]1[CH:34]=[C:35]([CH:38]=[CH:39][C:32]=1[O:31][CH3:30])[CH2:36][C@H:15]([CH:16]([CH3:17])[CH3:18])[C:14]([N:9]1[C@H:8]([CH2:1][C:2]2[CH:3]=[CH:4][CH:5]=[CH:6][CH:7]=2)[CH2:12][O:11][C:10]1=[O:13])=[O:19]. (2) Given the reactants NC1C(F)=C(C=CC=1Cl)CC1(C(OC(C)(C)C)=O)CC1.[NH2:21][C:22]1[C:23]([F:40])=[C:24]([C:36]([Cl:39])=[CH:37][CH:38]=1)[CH2:25][C:26]1([C:29]([O:31][C:32]([CH3:35])([CH3:34])[CH3:33])=[O:30])[CH2:28][CH2:27]1.C1COCC1.[Cl:46][C:47]1[CH:52]=[CH:51][C:50]([C@H:53]([C@@H:57]([CH3:62])[C:58]([F:61])([F:60])[F:59])[C:54](Cl)=[O:55])=[CH:49][CH:48]=1, predict the reaction product. The product is: [Cl:39][C:36]1[C:24]([CH2:25][C:26]2([C:29]([O:31][C:32]([CH3:35])([CH3:34])[CH3:33])=[O:30])[CH2:28][CH2:27]2)=[C:23]([F:40])[C:22]([NH:21][C:54](=[O:55])[C@H:53]([C:50]2[CH:49]=[CH:48][C:47]([Cl:46])=[CH:52][CH:51]=2)[C@@H:57]([CH3:62])[C:58]([F:59])([F:60])[F:61])=[CH:38][CH:37]=1. (3) Given the reactants [BH4-].[Na+].[CH3:3][N:4]1[C:8]([CH:9]=[O:10])=[CH:7][N:6]=[C:5]1[CH3:11], predict the reaction product. The product is: [CH3:3][N:4]1[C:8]([CH2:9][OH:10])=[CH:7][N:6]=[C:5]1[CH3:11]. (4) Given the reactants [Br:1][C:2]1[C:10]2[C:5](=[N:6][C:7]([NH2:12])=[N:8][C:9]=2[Cl:11])[NH:4][N:3]=1.[OH-].[K+].[CH3:15]I, predict the reaction product. The product is: [Br:1][C:2]1[C:10]2[C:5](=[N:6][C:7]([NH2:12])=[N:8][C:9]=2[Cl:11])[N:4]([CH3:15])[N:3]=1. (5) Given the reactants [S:1]1[C:5]2[CH:6]=[CH:7][CH:8]=[CH:9][C:4]=2[C:3]([N:10]2[CH2:15][CH2:14][N:13]([CH2:16][CH2:17][C:18]3[CH:19]=[C:20]4[C:24](=[CH:25][CH:26]=3)[CH2:23][CH:22]([NH2:27])[CH2:21]4)[CH2:12][CH2:11]2)=[N:2]1.CCN(CC)CC.[C:35](Cl)(=[O:37])[CH3:36], predict the reaction product. The product is: [S:1]1[C:5]2[CH:6]=[CH:7][CH:8]=[CH:9][C:4]=2[C:3]([N:10]2[CH2:15][CH2:14][N:13]([CH2:16][CH2:17][C:18]3[CH:19]=[C:23]4[C:24]([CH2:20][CH2:21][CH:22]4[NH:27][C:35](=[O:37])[CH3:36])=[CH:25][CH:26]=3)[CH2:12][CH2:11]2)=[N:2]1. (6) The product is: [OH:5][CH:4]([CH2:3][CH:2]([CH3:6])[CH3:1])[CH2:7][C:8](=[O:9])[CH3:10]. Given the reactants [CH3:1][CH:2]([CH3:6])[CH2:3][CH:4]=[O:5].[CH3:7][C:8]([CH3:10])=[O:9], predict the reaction product. (7) Given the reactants C(O[BH-](OC(=O)C)OC(=O)C)(=O)C.[Na+].[CH3:15][C:16]1[NH:17][C:18]([NH2:21])=[N:19][N:20]=1.[CH2:22]1[O:32][C:25]2([CH2:30][CH2:29][C:28](=O)[CH2:27][CH2:26]2)[O:24][CH2:23]1.O, predict the reaction product. The product is: [O:24]1[C:25]2([CH2:30][CH2:29][CH:28]([NH:21][C:18]3[NH:17][C:16]([CH3:15])=[N:20][N:19]=3)[CH2:27][CH2:26]2)[O:32][CH2:22][CH2:23]1.